Predict the reactants needed to synthesize the given product. From a dataset of Full USPTO retrosynthesis dataset with 1.9M reactions from patents (1976-2016). (1) Given the product [F:12][C:13]1[CH:14]=[C:15]([C:2]2[C:3]3[N:4]([N:8]=[C:9]([NH2:11])[N:10]=3)[CH:5]=[CH:6][CH:7]=2)[CH:16]=[CH:17][C:18]=1[F:19], predict the reactants needed to synthesize it. The reactants are: Br[C:2]1[C:3]2[N:4]([N:8]=[C:9]([NH2:11])[N:10]=2)[CH:5]=[CH:6][CH:7]=1.[F:12][C:13]1[CH:14]=[C:15](B(O)O)[CH:16]=[CH:17][C:18]=1[F:19].C(=O)([O-])[O-].[Na+].[Na+]. (2) Given the product [C:10]([OH:19])(=[O:9])[CH:11]=[CH:12][C:13]1[CH:14]=[CH:15][CH:16]=[CH:17][CH:18]=1, predict the reactants needed to synthesize it. The reactants are: C([O:9][C:10](=[O:19])[CH:11]=[CH:12][C:13]1[CH:18]=[CH:17][CH:16]=[CH:15][CH:14]=1)CCCCCCC.C(OC(=O)C=CC1C=CC(C(C)C)=CC=1)C.COC(=O)C=CC1C=C(C(C)C)C=CC=1C(C)C.C(OC(=O)C=CC1C=CC(C(C)C)=CC=1C(C)C)C.COC(=O)C=CC1C=CC(C(C)C)=CC=1C(C)C.C(OC(=O)C=CC1C=CC(OC)=CC=1)CC.C(OC(=O)C=CC1C=CC(OC)=CC=1)(C)C.C(OC(=O)C=CC1C=CC(OC)=CC=1)CC(C)C.C(OCCOC(=O)C=CC1C=CC(OC)=CC=1)C.C1(OC(=O)C=CC2C=CC(OC)=CC=2)CCCCC1.C(OC(=O)C(C#N)=C(C1C=CC=CC=1)C1C=CC=CC=1)C.C(C(CCCC)COC(=O)C(C#N)=C(C1C=CC=CC=1)C1C=CC=CC=1)C. (3) Given the product [OH:33][C@@H:27]1[CH2:26][N:25]([C:23](=[O:24])[CH2:22][CH2:21][CH2:20][N:14]2[C:13](=[O:34])[C@H:12]([CH3:35])[NH:11][CH2:16][C@H:15]2[C:17]([NH2:18])=[O:19])[CH2:32][CH2:31][C:28]21[CH2:29][CH2:30]2, predict the reactants needed to synthesize it. The reactants are: C(OC([N:11]1[CH2:16][C@@H:15]([C:17](=[O:19])[NH2:18])[N:14]([CH2:20][CH2:21][CH2:22][C:23]([N:25]2[CH2:32][CH2:31][C:28]3([CH2:30][CH2:29]3)[C@H:27]([OH:33])[CH2:26]2)=[O:24])[C:13](=[O:34])[C@@H:12]1[CH3:35])=O)C1C=CC=CC=1.[H][H].